From a dataset of Kinase inhibitor bioactivity data combining Ki, Kd, and IC50 measurements. Regression. Given a target protein amino acid sequence and a drug SMILES string, predict the binding affinity score between them. We predict KIBA score (integrated kinase binding score). Dataset: kiba. (1) The compound is CC(C)(CN)CNc1cc(-c2c[nH]c3ncccc23)cc(F)n1. The target protein (P49336) has sequence MDYDFKVKLSSERERVEDLFEYEGCKVGRGTYGHVYKAKRKDGKDDKDYALKQIEGTGISMSACREIALLRELKHPNVISLQKVFLSHADRKVWLLFDYAEHDLWHIIKFHRASKANKKPVQLPRGMVKSLLYQILDGIHYLHANWVLHRDLKPANILVMGEGPERGRVKIADMGFARLFNSPLKPLADLDPVVVTFWYRAPELLLGARHYTKAIDIWAIGCIFAELLTSEPIFHCRQEDIKTSNPYHHDQLDRIFNVMGFPADKDWEDIKKMPEHSTLMKDFRRNTYTNCSLIKYMEKHKVKPDSKAFHLLQKLLTMDPIKRITSEQAMQDPYFLEDPLPTSDVFAGCQIPYPKREFLTEEEPDDKGDKKNQQQQQGNNHTNGTGHPGNQDSSHTQGPPLKKVRVVPPTTTSGGLIMTSDYQRSNPHAAYPNPGPSTSQPQSSMGYSATSQQPPQYSHQTHRY. The KIBA score is 13.4. (2) The compound is CN(C)CC(=O)NC1CCCC(Nc2nc(Cl)cc(-c3c[nH]c4ncccc34)n2)C1. The KIBA score is 12.9. The target protein (P49760) has sequence MPHPRRYHSSERGSRGSYREHYRSRKHKRRRSRSWSSSSDRTRRRRREDSYHVRSRSSYDDRSSDRRVYDRRYCGSYRRNDYSRDRGDAYYDTDYRHSYEYQRENSSYRSQRSSRRKHRRRRRRSRTFSRSSSQHSSRRAKSVEDDAEGHLIYHVGDWLQERYEIVSTLGEGTFGRVVQCVDHRRGGARVALKIIKNVEKYKEAARLEINVLEKINEKDPDNKNLCVQMFDWFDYHGHMCISFELLGLSTFDFLKDNNYLPYPIHQVRHMAFQLCQAVKFLHDNKLTHTDLKPENILFVNSDYELTYNLEKKRDERSVKSTAVRVVDFGSATFDHEHHSTIVSTRHYRAPEVILELGWSQPCDVWSIGCIIFEYYVGFTLFQTHDNREHLAMMERILGPIPSRMIRKTRKQKYFYRGRLDWDENTSAGRYVRENCKPLRRYLTSEAEEHHQLFDLIESMLEYEPAKRLTLGEALQHPFFARLRAEPPNKLWDSSRDISR. (3) The small molecule is CN1CCC(c2c(O)cc(O)c3c(=O)cc(-c4ccccc4Cl)oc23)C(O)C1. The target protein (P48729) has sequence MASSSGSKAEFIVGGKYKLVRKIGSGSFGDIYLAINITNGEEVAVKLESQKARHPQLLYESKLYKILQGGVGIPHIRWYGQEKDYNVLVMDLLGPSLEDLFNFCSRRFTMKTVLMLADQMISRIEYVHTKNFIHRDIKPDNFLMGIGRHCNKLFLIDFGLAKKYRDNRTRQHIPYREDKNLTGTARYASINAHLGIEQSRRDDMESLGYVLMYFNRTSLPWQGLKAATKKQKYEKISEKKMSTPVEVLCKGFPAEFAMYLNYCRGLRFEEAPDYMYLRQLFRILFRTLNHQYDYTFDWTMLKQKAAQQAASSSGQGQQAQTPTGKQTDKTKSNMKGF. The KIBA score is 11.4. (4) The KIBA score is 11.1. The drug is CSc1ccc(-c2nc(-c3ccc(F)cc3)c(-c3ccncc3)[nH]2)cc1. The target protein (Q96KB5) has sequence MEGISNFKTPSKLSEKKKSVLCSTPTINIPASPFMQKLGFGTGVNVYLMKRSPRGLSHSPWAVKKINPICNDHYRSVYQKRLMDEAKILKSLHHPNIVGYRAFTEANDGSLCLAMEYGGEKSLNDLIEERYKASQDPFPAAIILKVALNMARGLKYLHQEKKLLHGDIKSSNVVIKGDFETIKICDVGVSLPLDENMTVTDPEACYIGTEPWKPKEAVEENGVITDKADIFAFGLTLWEMMTLSIPHINLSNDDDDEDKTFDESDFDDEAYYAALGTRPPINMEELDESYQKVIELFSVCTNEDPKDRPSAAHIVEALETDV.